From a dataset of Forward reaction prediction with 1.9M reactions from USPTO patents (1976-2016). Predict the product of the given reaction. (1) Given the reactants [N:1]1([C:8]2[CH:13]=[CH:12][N:11]=[C:10]([NH:14][CH:15]3[CH2:20][CH2:19][CH2:18][N:17]([CH:21]4[CH2:26][CH2:25][CH2:24][CH2:23][CH2:22]4)[CH:16]3[CH2:27][CH2:28][NH:29][CH2:30][CH2:31][O:32][Si:33]([C:36]([CH3:39])([CH3:38])[CH3:37])([CH3:35])[CH3:34])[N:9]=2)[CH2:7][CH2:6][CH2:5][CH2:4][CH2:3][CH2:2]1.[C:40]([O:44][C:45]([N:47]1[CH2:52][CH2:51][CH:50]([C:53](O)=[O:54])[CH2:49][CH2:48]1)=[O:46])([CH3:43])([CH3:42])[CH3:41].F[P-](F)(F)(F)(F)F.N1(OC(N(C)C)=[N+](C)C)C2C=CC=CC=2N=N1.C(N(C(C)C)CC)(C)C.C(=O)([O-])O.[Na+], predict the reaction product. The product is: [N:1]1([C:8]2[CH:13]=[CH:12][N:11]=[C:10]([NH:14][CH:15]3[CH2:20][CH2:19][CH2:18][N:17]([CH:21]4[CH2:26][CH2:25][CH2:24][CH2:23][CH2:22]4)[CH:16]3[CH2:27][CH2:28][N:29]([CH2:30][CH2:31][O:32][Si:33]([C:36]([CH3:39])([CH3:38])[CH3:37])([CH3:35])[CH3:34])[C:53]([CH:50]3[CH2:51][CH2:52][N:47]([C:45]([O:44][C:40]([CH3:43])([CH3:42])[CH3:41])=[O:46])[CH2:48][CH2:49]3)=[O:54])[N:9]=2)[CH2:7][CH2:6][CH2:5][CH2:4][CH2:3][CH2:2]1. (2) Given the reactants [NH2:1][C:2]1[C:10]2[C:9]([C:11]3[CH:16]=[CH:15][C:14]([Cl:17])=[C:13]([Cl:18])[CH:12]=3)=[N:8][C:7](S(C)=O)=[N:6][C:5]=2[S:4][C:3]=1[C:22]([NH2:24])=[O:23].[C-:25]#[N:26].[Na+].O, predict the reaction product. The product is: [NH2:1][C:2]1[C:10]2[C:9]([C:11]3[CH:16]=[CH:15][C:14]([Cl:17])=[C:13]([Cl:18])[CH:12]=3)=[N:8][C:7]([C:25]#[N:26])=[N:6][C:5]=2[S:4][C:3]=1[C:22]([NH2:24])=[O:23]. (3) Given the reactants [N+:1]([C:4]1[CH:5]=[CH:6][C:7]([SH:10])=[N:8][CH:9]=1)([O-:3])=[O:2].[OH-].[Na+].Cl.Cl[CH2:15][C:16]1[CH:17]=[N:18][CH:19]=[CH:20][CH:21]=1, predict the reaction product. The product is: [N+:1]([C:4]1[CH:5]=[CH:6][C:7]([S:10][CH2:15][C:16]2[CH:17]=[N:18][CH:19]=[CH:20][CH:21]=2)=[N:8][CH:9]=1)([O-:3])=[O:2]. (4) Given the reactants [Br:1][C:2]1[C:3]([CH3:9])=[C:4]([CH:6]=[CH:7][CH:8]=1)[NH2:5].[CH3:10][C:11]1([CH3:18])[CH2:16][CH2:15][CH2:14][C:13](=O)[CH2:12]1.C(O[BH-](OC(=O)C)OC(=O)C)(=O)C.[Na+], predict the reaction product. The product is: [Br:1][C:2]1[C:3]([CH3:9])=[C:4]([NH:5][CH:13]2[CH2:14][CH2:15][CH2:16][C:11]([CH3:18])([CH3:10])[CH2:12]2)[CH:6]=[CH:7][CH:8]=1. (5) Given the reactants Cl[C:2]1[N:3]=[C:4]([N:19]2[CH2:24][CH2:23][O:22][CH2:21][CH2:20]2)[C:5]2[S:10][C:9]([CH2:11][N:12]3[CH2:17][CH2:16][N:15]([CH3:18])[CH2:14][CH2:13]3)=[CH:8][C:6]=2[N:7]=1.[CH:25]([C:27]1[CH:28]=[C:29](B(O)O)[CH:30]=[CH:31][CH:32]=1)=[O:26], predict the reaction product. The product is: [CH3:18][N:15]1[CH2:16][CH2:17][N:12]([CH2:11][C:9]2[S:10][C:5]3[C:4]([N:19]4[CH2:24][CH2:23][O:22][CH2:21][CH2:20]4)=[N:3][C:2]([C:31]4[CH:32]=[C:27]([CH:28]=[CH:29][CH:30]=4)[CH:25]=[O:26])=[N:7][C:6]=3[CH:8]=2)[CH2:13][CH2:14]1. (6) Given the reactants [CH3:1][C@H:2]([CH2:29][CH:30]=[CH2:31])[C:3]([O:5][C@H:6]([C:23]1[CH:28]=[CH:27][CH:26]=[CH:25][CH:24]=1)[CH2:7][NH:8][C:9]([C@@H:11]([CH2:20]C=C)[CH2:12][C:13]([O:15][C:16]([CH3:19])([CH3:18])[CH3:17])=[O:14])=[O:10])=[O:4], predict the reaction product. The product is: [CH3:1][C@H:2]1[C:3](=[O:4])[O:5][C@H:6]([C:23]2[CH:24]=[CH:25][CH:26]=[CH:27][CH:28]=2)[CH2:7][NH:8][C:9](=[O:10])[C@H:11]([CH2:12][C:13]([O:15][C:16]([CH3:17])([CH3:18])[CH3:19])=[O:14])[CH2:20][CH:31]=[CH:30][CH2:29]1. (7) Given the reactants Cl.[C:2]1([C@@H:14]2[CH2:18][CH2:17][C@@H:16]([NH2:19])[CH2:15]2)[N:6]2[C:7]3[CH:13]=[CH:12][NH:11][C:8]=3[N:9]=[CH:10][C:5]2=[N:4][N:3]=1.[N:20]1([C:25](Cl)=[O:26])[CH2:24][CH2:23][CH2:22][CH2:21]1, predict the reaction product. The product is: [C:2]1([C@@H:14]2[CH2:18][CH2:17][C@@H:16]([NH:19][C:25]([N:20]3[CH2:24][CH2:23][CH2:22][CH2:21]3)=[O:26])[CH2:15]2)[N:6]2[C:7]3[CH:13]=[CH:12][NH:11][C:8]=3[N:9]=[CH:10][C:5]2=[N:4][N:3]=1.